Dataset: Peptide-MHC class I binding affinity with 185,985 pairs from IEDB/IMGT. Task: Regression. Given a peptide amino acid sequence and an MHC pseudo amino acid sequence, predict their binding affinity value. This is MHC class I binding data. (1) The peptide sequence is HPALVFDITK. The MHC is HLA-A03:01 with pseudo-sequence HLA-A03:01. The binding affinity (normalized) is 0.229. (2) The peptide sequence is FHIVNQESL. The MHC is HLA-B46:01 with pseudo-sequence HLA-B46:01. The binding affinity (normalized) is 0.0847. (3) The peptide sequence is VAYLGAFL. The MHC is H-2-Kb with pseudo-sequence H-2-Kb. The binding affinity (normalized) is 0.848. (4) The peptide sequence is GALSRRYPH. The MHC is HLA-A26:01 with pseudo-sequence HLA-A26:01. The binding affinity (normalized) is 0.0847. (5) The MHC is Mamu-A07 with pseudo-sequence Mamu-A07. The binding affinity (normalized) is 0.749. The peptide sequence is NHINVELWL. (6) The peptide sequence is MLIPTVMAF. The MHC is HLA-A23:01 with pseudo-sequence HLA-A23:01. The binding affinity (normalized) is 0.672. (7) The binding affinity (normalized) is 0.205. The MHC is HLA-A02:06 with pseudo-sequence HLA-A02:06. The peptide sequence is YADSVKGRFTI.